Dataset: Reaction yield outcomes from USPTO patents with 853,638 reactions. Task: Predict the reaction yield, written as a fraction of the theoretical maximum amount of product (1.0 means a 100% yield; for example, 0.34 means a 34% yield). (1) The reactants are [Li]CCCC.[CH3:6][N:7]1[CH:11]=[CH:10][N:9]=[CH:8]1.[NH2:12][C:13]1[CH:21]=[CH:20][C:19]([Cl:22])=[CH:18][C:14]=1[C:15](O)=[O:16].[NH4+].[Cl-]. The catalyst is CCCCCC.CCOCC. The product is [NH2:12][C:13]1[CH:21]=[CH:20][C:19]([Cl:22])=[CH:18][C:14]=1[C:15]([C:8]1[N:7]([CH3:6])[CH:11]=[CH:10][N:9]=1)=[O:16]. The yield is 0.137. (2) The reactants are [OH:1][C:2]1[CH:7]=[CH:6][C:5]([CH2:8][C:9]([OH:11])=[O:10])=[CH:4][CH:3]=1.[C:12](OC(O[C:12]([CH3:15])([CH3:14])[CH3:13])N(C)C)([CH3:15])([CH3:14])[CH3:13].C(OCC)(=O)C. The catalyst is C1(C)C=CC=CC=1.CCCCCC. The product is [C:12]([O:10][C:9](=[O:11])[CH2:8][C:5]1[CH:4]=[CH:3][C:2]([OH:1])=[CH:7][CH:6]=1)([CH3:15])([CH3:14])[CH3:13]. The yield is 0.560.